This data is from Peptide-MHC class I binding affinity with 185,985 pairs from IEDB/IMGT. The task is: Regression. Given a peptide amino acid sequence and an MHC pseudo amino acid sequence, predict their binding affinity value. This is MHC class I binding data. (1) The binding affinity (normalized) is 0.356. The MHC is Mamu-B8301 with pseudo-sequence Mamu-B8301. The peptide sequence is QRLSATLQR. (2) The MHC is HLA-A23:01 with pseudo-sequence HLA-A23:01. The binding affinity (normalized) is 0.645. The peptide sequence is MMLKLLTEF.